Dataset: Reaction yield outcomes from USPTO patents with 853,638 reactions. Task: Predict the reaction yield, written as a fraction of the theoretical maximum amount of product (1.0 means a 100% yield; for example, 0.34 means a 34% yield). (1) The reactants are C(=O)(O)O.[NH2:5][C:6]([NH2:8])=[NH:7].Cl.[CH2:10]([N:17]1[CH2:22][CH2:21][CH:20]([C:23](OCC)=[O:24])[C:19](=O)[CH2:18]1)[C:11]1[CH:16]=[CH:15][CH:14]=[CH:13][CH:12]=1.Cl. The catalyst is CC(O)(C)C. The product is [NH2:7][C:6]1[N:8]=[C:23]([OH:24])[C:20]2[CH2:21][CH2:22][N:17]([CH2:10][C:11]3[CH:16]=[CH:15][CH:14]=[CH:13][CH:12]=3)[CH2:18][C:19]=2[N:5]=1. The yield is 0.670. (2) The reactants are Cl[C:2]1[N:7]=[CH:6][C:5]([S:8]([NH:11][C:12]2[CH:17]=[C:16]([C:18]([N:20]3[CH2:25][CH2:24][CH:23]([C:26]4[CH:31]=[CH:30][C:29]([C:32]#[N:33])=[CH:28][CH:27]=4)[CH2:22][CH2:21]3)=[O:19])[CH:15]=[CH:14][C:13]=2[CH3:34])(=[O:10])=[O:9])=[CH:4][CH:3]=1.C(N(CC)CC)C.[NH:42]1[CH2:47][CH2:46][O:45][CH2:44][CH2:43]1. The catalyst is C(O)C. The product is [C:32]([C:29]1[CH:30]=[CH:31][C:26]([CH:23]2[CH2:24][CH2:25][N:20]([C:18]([C:16]3[CH:15]=[CH:14][C:13]([CH3:34])=[C:12]([NH:11][S:8]([C:5]4[CH:6]=[N:7][C:2]([N:42]5[CH2:47][CH2:46][O:45][CH2:44][CH2:43]5)=[CH:3][CH:4]=4)(=[O:10])=[O:9])[CH:17]=3)=[O:19])[CH2:21][CH2:22]2)=[CH:27][CH:28]=1)#[N:33]. The yield is 0.880. (3) The reactants are [N:1]1[S:2][N:3]=[C:4]2[CH:9]=[C:8]([NH:10][C:11]3[N:20]=[CH:19][CH:18]=[CH:17][C:12]=3[C:13](OC)=[O:14])[CH:7]=[CH:6][C:5]=12.[BH4-].[Na+].CO. The catalyst is C1COCC1. The product is [OH:14][CH2:13][C:12]1[C:11]([NH:10][C:8]2[CH:7]=[CH:6][C:5]3=[N:1][S:2][N:3]=[C:4]3[CH:9]=2)=[N:20][CH:19]=[CH:18][CH:17]=1. The yield is 0.750.